This data is from CYP2D6 inhibition data for predicting drug metabolism from PubChem BioAssay. The task is: Regression/Classification. Given a drug SMILES string, predict its absorption, distribution, metabolism, or excretion properties. Task type varies by dataset: regression for continuous measurements (e.g., permeability, clearance, half-life) or binary classification for categorical outcomes (e.g., BBB penetration, CYP inhibition). Dataset: cyp2d6_veith. (1) The drug is O=S(Cc1ccccc1)CC(O)(c1ccccc1)c1ccccc1. The result is 1 (inhibitor). (2) The drug is O=C(NNC(=S)Nc1ccccc1)C1CC1. The result is 0 (non-inhibitor).